This data is from Reaction yield outcomes from USPTO patents with 853,638 reactions. The task is: Predict the reaction yield, written as a fraction of the theoretical maximum amount of product (1.0 means a 100% yield; for example, 0.34 means a 34% yield). (1) The reactants are [H-].[Na+].[NH2:3][C:4]1[N:9]=[C:8]([C:10]([F:13])([F:12])[F:11])[CH:7]=[C:6]([O:14][CH2:15][C:16]([F:19])([F:18])[F:17])[N:5]=1.[F:20][C:21]([F:32])([F:31])[C:22]1[CH:27]=[CH:26][C:25]([N:28]=[C:29]=[O:30])=[CH:24][CH:23]=1. The catalyst is C1COCC1.Cl. The product is [F:20][C:21]([F:31])([F:32])[C:22]1[CH:23]=[CH:24][C:25]([NH:28][C:29]([NH:3][C:4]2[N:9]=[C:8]([C:10]([F:12])([F:13])[F:11])[CH:7]=[C:6]([O:14][CH2:15][C:16]([F:19])([F:17])[F:18])[N:5]=2)=[O:30])=[CH:26][CH:27]=1. The yield is 0.440. (2) The reactants are [Cl:1][C:2]1[CH:3]=[C:4]2[C:10]3([CH2:14][CH2:13][N:12]([C:15]([O:17][C:18]([CH3:21])([CH3:20])[CH3:19])=[O:16])[CH2:11]3)[C:9](=O)[NH:8][C:5]2=[CH:6][CH:7]=1.[BH4-].[Na+].II. The catalyst is C1COCC1. The product is [Cl:1][C:2]1[CH:3]=[C:4]2[C:10]3([CH2:14][CH2:13][N:12]([C:15]([O:17][C:18]([CH3:21])([CH3:20])[CH3:19])=[O:16])[CH2:11]3)[CH2:9][NH:8][C:5]2=[CH:6][CH:7]=1. The yield is 1.00. (3) The reactants are [NH2:1][C:2]1[N:10]=[C:9]2[C:5]([N:6]=[CH:7][N:8]2[CH2:11][C:12]2([O:15][CH2:16][P:17](=[O:20])([OH:19])[OH:18])[CH2:14][CH2:13]2)=[CH:4][N:3]=1.[C:21]([O:26][CH2:27]Cl)(=[O:25])[CH2:22][CH2:23][CH3:24]. No catalyst specified. The product is [C:21]([O:26][CH2:27][O:20][P:17]([CH2:16][O:15][C:12]1([CH2:11][N:8]2[CH:7]=[N:6][C:5]3[C:9]2=[N:10][C:2]([NH2:1])=[N:3][CH:4]=3)[CH2:13][CH2:14]1)(=[O:18])[O:19][CH2:27][O:26][C:21](=[O:25])[CH2:22][CH2:23][CH3:24])(=[O:25])[CH2:22][CH2:23][CH3:24]. The yield is 0.240. (4) The reactants are CS(Cl)(=O)=O.[Cl:6][C:7]1[C:8]([C:13]2[CH:21]=[C:20]([C:22]([F:25])([F:24])[F:23])[CH:19]=[CH:18][C:14]=2[C:15]([OH:17])=O)=[N:9][CH:10]=[CH:11][CH:12]=1.[NH2:26][C:27]1[C:35]([CH3:36])=[CH:34][C:33](/[CH:37]=[N:38]/[O:39][CH3:40])=[CH:32][C:28]=1[C:29](O)=[O:30].C([O-])([O-])=O.[K+].[K+]. The catalyst is C(#N)C.C(N(CC)CC)C. The product is [Cl:6][C:7]1[C:8]([C:13]2[CH:21]=[C:20]([C:22]([F:25])([F:24])[F:23])[CH:19]=[CH:18][C:14]=2[C:15]2[O:17][C:29](=[O:30])[C:28]3[CH:32]=[C:33](/[CH:37]=[N:38]/[O:39][CH3:40])[CH:34]=[C:35]([CH3:36])[C:27]=3[N:26]=2)=[N:9][CH:10]=[CH:11][CH:12]=1. The yield is 0.210.